The task is: Predict the reaction yield, written as a fraction of the theoretical maximum amount of product (1.0 means a 100% yield; for example, 0.34 means a 34% yield).. This data is from Reaction yield outcomes from USPTO patents with 853,638 reactions. (1) The reactants are C(C1C=[CH:10][C:6]([C:7]([OH:9])=[O:8])=CC=1)=C.CN(C)C=O.[CH2:17]1[CH2:27][CH2:26]N2C(=NCCC2)CC1.[C:28](=O)([O-])[O-].[K+].[K+]. The catalyst is C(OCC)C.CC(O)(C)C. The product is [C:27]([O:9][C:7](=[O:8])[CH:6]=[CH2:10])([CH3:17])([CH3:28])[CH3:26]. The yield is 0.880. (2) The reactants are NC(C1C=CC2C(=CC=C(O[C@H]3CC[C@H](C(F)(F)F)CC3)C=2)C=1)(C)CCC(O)=O.C(O)(C(F)(F)F)=O.[N+:37]([C:40]([C:47]1[CH:56]=[CH:55][C:54]2[C:49](=[CH:50][CH:51]=[C:52]([O:61][C@H:62]3[CH2:67][CH2:66][C@H:65]([C:68]([F:71])([F:70])[F:69])[CH2:64][CH2:63]3)[C:53]=2[C:57]([F:60])([F:59])[F:58])[CH:48]=1)([CH3:46])[CH2:41][CH2:42][C:43]([OH:45])=[O:44])([O-])=O. No catalyst specified. The product is [NH2:37][C:40]([C:47]1[CH:56]=[CH:55][C:54]2[C:49](=[CH:50][CH:51]=[C:52]([O:61][C@H:62]3[CH2:63][CH2:64][C@H:65]([C:68]([F:69])([F:70])[F:71])[CH2:66][CH2:67]3)[C:53]=2[C:57]([F:59])([F:60])[F:58])[CH:48]=1)([CH3:46])[CH2:41][CH2:42][C:43]([OH:45])=[O:44]. The yield is 0.560. (3) No catalyst specified. The reactants are S[C:2]1[O:3][C:4]2[CH:10]=[C:9]([OH:11])[CH:8]=[CH:7][C:5]=2[N:6]=1.S(Cl)([Cl:14])=O.CN(C=O)C. The yield is 0.680. The product is [Cl:14][C:2]1[O:3][C:4]2[CH:10]=[C:9]([OH:11])[CH:8]=[CH:7][C:5]=2[N:6]=1. (4) The reactants are N(CC(N)[CH2:6][CH:7]1[CH2:16][CH2:15][C:14]2[C:9](=[CH:10][CH:11]=[CH:12][CH:13]=2)[CH2:8]1)=[N+]=[N-].[OH-].[CH3:19][O:20]C(NS([N+](CC)(CC)CC)(=O)=O)=O.CC[N+](S(N=C([O:47][CH3:48])[O-])(=O)=O)(CC)CC. The catalyst is C1C=CC=CC=1. The product is [CH2:8]1[C:9]2[C:14](=[CH:13][CH:12]=[CH:11][CH:10]=2)[CH2:15][CH2:16][CH:7]1[CH2:6][C:48](=[O:47])[CH:19]=[O:20]. The yield is 0.920. (5) The reactants are [C:1]([O:5][C:6]([N:8]1[CH2:13][CH2:12][N:11]([CH2:14][C:15]2[N:20]=[C:19]3[N:21]=[C:22]([C:24]4[CH:29]=[CH:28][CH:27]=[C:26]([NH2:30])[CH:25]=4)[O:23][C:18]3=[CH:17][CH:16]=2)[CH2:10][CH2:9]1)=[O:7])([CH3:4])([CH3:3])[CH3:2].Cl.[CH3:32][N:33]([CH3:43])[C:34]1[CH:35]=[C:36]([CH:40]=[CH:41][CH:42]=1)[C:37](Cl)=[O:38]. The catalyst is N1C=CC=CC=1. The product is [C:1]([O:5][C:6]([N:8]1[CH2:13][CH2:12][N:11]([CH2:14][C:15]2[N:20]=[C:19]3[N:21]=[C:22]([C:24]4[CH:29]=[CH:28][CH:27]=[C:26]([NH:30][C:37](=[O:38])[C:36]5[CH:40]=[CH:41][CH:42]=[C:34]([N:33]([CH3:32])[CH3:43])[CH:35]=5)[CH:25]=4)[O:23][C:18]3=[CH:17][CH:16]=2)[CH2:10][CH2:9]1)=[O:7])([CH3:4])([CH3:2])[CH3:3]. The yield is 0.230. (6) The reactants are CCN(C(C)C)C(C)C.C([Si](C)(C)[O:15][C:16]1[CH:21]=[CH:20][C:19]([O:22][CH2:23][CH:24]2[CH2:26][O:25]2)=[CH:18][CH:17]=1)(C)(C)C.Cl.[N:30]1[C:35]2[CH:36]=[CH:37][S:38][C:34]=2[C:33]([N:39]2[CH2:44][CH2:43][CH:42]([NH2:45])[CH2:41][CH2:40]2)=[N:32][CH:31]=1. The catalyst is CC(O)C.CS(C)=O. The product is [OH:25][CH:24]([CH2:26][NH:45][CH:42]1[CH2:43][CH2:44][N:39]([C:33]2[C:34]3[S:38][CH:37]=[CH:36][C:35]=3[N:30]=[CH:31][N:32]=2)[CH2:40][CH2:41]1)[CH2:23][O:22][C:19]1[CH:18]=[CH:17][C:16]([OH:15])=[CH:21][CH:20]=1. The yield is 0.130. (7) The reactants are [Br:1][CH2:2][CH2:3][CH2:4][CH2:5][C:6](Cl)=[O:7].[Cl-].[Cl-].[Cl-].[Al+3].[S:13]1[CH:17]=[CH:16][C:15]2[CH:18]=[CH:19][CH:20]=[CH:21][C:14]1=2. The catalyst is ClCCl. The product is [S:13]1[C:17]([C:6](=[O:7])[CH2:5][CH2:4][CH2:3][CH2:2][Br:1])=[CH:16][C:15]2[CH:18]=[CH:19][CH:20]=[CH:21][C:14]1=2. The yield is 0.830. (8) The yield is 0.550. The catalyst is COCCOCCOC. The reactants are [S:1]1[CH:5]=[CH:4]C=[C:2]1C(O)=O.[O-:9]CC.[Na+].S1C=CC=C1CC(O)=O.ClC[Si:24]([O:31][CH2:32][CH3:33])([O:28][CH2:29][CH3:30])[O:25][CH2:26][CH3:27]. The product is [C:5]([S:1][CH2:2][Si:24]([O:31][CH2:32][CH3:33])([O:28][CH2:29][CH3:30])[O:25][CH2:26][CH3:27])(=[O:9])[CH3:4]. (9) The reactants are Cl.[CH3:2][O:3][C:4]1[CH:9]=[CH:8][C:7]([C:10](=[O:26])[CH2:11][C:12]2[CH:17]=[CH:16][N:15]=[C:14]([NH:18]C(OC(C)(C)C)=O)[CH:13]=2)=[CH:6][CH:5]=1. The catalyst is [OH-].[Na+]. The product is [NH2:18][C:14]1[CH:13]=[C:12]([CH2:11][C:10]([C:7]2[CH:8]=[CH:9][C:4]([O:3][CH3:2])=[CH:5][CH:6]=2)=[O:26])[CH:17]=[CH:16][N:15]=1. The yield is 0.920. (10) The yield is 0.590. The reactants are [CH3:1][O:2][C:3]1[CH:11]=[C:10]([O:12][CH3:13])[CH:9]=[C:8]2[C:4]=1[C:5](=[O:15])C(=O)[NH:7]2.[OH:16]O.[ClH:18]. The product is [ClH:18].[NH2:7][C:8]1[CH:9]=[C:10]([O:12][CH3:13])[CH:11]=[C:3]([O:2][CH3:1])[C:4]=1[C:5]([OH:15])=[O:16]. The catalyst is [OH-].[Na+].